From a dataset of Blood-brain barrier permeability classification from the B3DB database. Regression/Classification. Given a drug SMILES string, predict its absorption, distribution, metabolism, or excretion properties. Task type varies by dataset: regression for continuous measurements (e.g., permeability, clearance, half-life) or binary classification for categorical outcomes (e.g., BBB penetration, CYP inhibition). Dataset: b3db_classification. (1) The drug is CCOC(=O)c1c(CSc2ccccc2)n(C)c2cc(Br)c(O)c(CN(C)C)c12. The result is 0 (does not penetrate BBB). (2) The molecule is CCCCCCC(C)NN. The result is 1 (penetrates BBB). (3) The compound is Cc1nn(C)c2c1C(c1ccccc1F)=NCC(=O)N2C. The result is 1 (penetrates BBB). (4) The compound is COc1cccc2c1C(=O)c1c(O)c3c(c(O)c1C2=O)C[C@@](O)(C(C)=O)C[C@@H]3O[C@H]1C[C@H](N)[C@H](O)[C@H](C)O1. The result is 0 (does not penetrate BBB). (5) The molecule is CNC(=O)Oc1ccc2c(c1)[C@]1(C)CCN(C)[C@@H]1N2C. The result is 1 (penetrates BBB). (6) The compound is O=C1CN=C(c2ccccc2)c2cc(Cl)ccc2N1CCOCC1CC1. The result is 1 (penetrates BBB). (7) The compound is CNC(=O)c1cc(Oc2ccc(NC(=O)Nc3ccc(Cl)c(C(F)(F)F)c3)cc2)ccn1. The result is 1 (penetrates BBB).